This data is from Full USPTO retrosynthesis dataset with 1.9M reactions from patents (1976-2016). The task is: Predict the reactants needed to synthesize the given product. (1) Given the product [S:13]([C:16]1[CH:22]=[CH:21][C:19]([CH3:20])=[CH:18][CH:17]=1)([O:9][CH2:8][CH2:7][C:6]1[CH:10]=[CH:11][CH:12]=[C:4]([N+:1]([O-:3])=[O:2])[CH:5]=1)(=[O:15])=[O:14], predict the reactants needed to synthesize it. The reactants are: [N+:1]([C:4]1[CH:5]=[C:6]([CH:10]=[CH:11][CH:12]=1)[CH2:7][CH2:8][OH:9])([O-:3])=[O:2].[S:13](Cl)([C:16]1[CH:22]=[CH:21][C:19]([CH3:20])=[CH:18][CH:17]=1)(=[O:15])=[O:14]. (2) Given the product [C:9]([N:12]1[C:21]2[C:16](=[CH:17][C:18]([C:22]3[CH:27]=[CH:26][C:25]([CH2:28][N:29]4[CH2:34][CH2:33][CH2:32][CH2:31][CH2:30]4)=[CH:24][CH:23]=3)=[CH:19][CH:20]=2)[C@H:15]([NH:35][C:3]2[CH:8]=[CH:7][N:6]=[CH:5][CH:4]=2)[CH2:14][C@@H:13]1[CH3:36])(=[O:11])[CH3:10], predict the reactants needed to synthesize it. The reactants are: Cl.Br[C:3]1[CH:8]=[CH:7][N:6]=[CH:5][CH:4]=1.[C:9]([N:12]1[C:21]2[C:16](=[CH:17][C:18]([C:22]3[CH:27]=[CH:26][C:25]([CH2:28][N:29]4[CH2:34][CH2:33][CH2:32][CH2:31][CH2:30]4)=[CH:24][CH:23]=3)=[CH:19][CH:20]=2)[C@H:15]([NH2:35])[CH2:14][C@@H:13]1[CH3:36])(=[O:11])[CH3:10].C1C=CC(P(C2C(C3C(P(C4C=CC=CC=4)C4C=CC=CC=4)=CC=C4C=3C=CC=C4)=C3C(C=CC=C3)=CC=2)C2C=CC=CC=2)=CC=1.CC(C)([O-])C.[Na+].BrC1C=CC=CN=1. (3) Given the product [CH2:21]([O:20][C:18]([C:17]1[C:4]([C:6]2[CH:11]=[CH:10][CH:9]=[CH:8][CH:7]=2)=[CH:3][NH:2][C:12]=1[CH:13]([CH3:15])[CH3:14])=[O:19])[CH3:22], predict the reactants needed to synthesize it. The reactants are: Cl.[NH2:2][CH2:3][C:4]([C:6]1[CH:11]=[CH:10][CH:9]=[CH:8][CH:7]=1)=O.[C:12]([CH2:17][C:18]([O:20][CH2:21][CH3:22])=[O:19])(=O)[CH:13]([CH3:15])[CH3:14].C([O-])(=O)C.[Na+]. (4) Given the product [CH2:22]([C:20]1[CH:19]=[CH:18][C:17]2[C:11]3[N:12]([CH:24]=[C:9]([C:8]4[N:4]([CH:1]([CH3:2])[CH3:3])[N:5]=[C:6]([CH3:25])[N:7]=4)[N:10]=3)[CH2:13][CH2:14][O:15][C:16]=2[CH:21]=1)[CH3:23], predict the reactants needed to synthesize it. The reactants are: [CH:1]([N:4]1[C:8]([C:9]2[N:10]=[C:11]3[C:17]4[CH:18]=[CH:19][C:20]([CH:22]=[CH2:23])=[CH:21][C:16]=4[O:15][CH2:14][CH2:13][N:12]3[CH:24]=2)=[N:7][C:6]([CH3:25])=[N:5]1)([CH3:3])[CH3:2]. (5) Given the product [F:1][C:2]1[C:3]([O:19][CH3:20])=[C:4]([C@H:8]([CH3:18])[CH2:9][C@:10]([OH:17])([C:13]([F:14])([F:15])[F:16])[CH:11]=[N:21][C:22]2[CH:31]=[CH:30][CH:29]=[C:28]3[C:23]=2[CH:24]=[CH:25][C:26](=[O:32])[NH:27]3)[CH:5]=[CH:6][CH:7]=1, predict the reactants needed to synthesize it. The reactants are: [F:1][C:2]1[C:3]([O:19][CH3:20])=[C:4]([C@H:8]([CH3:18])[CH2:9][C@:10]([OH:17])([C:13]([F:16])([F:15])[F:14])[CH:11]=O)[CH:5]=[CH:6][CH:7]=1.[NH2:21][C:22]1[CH:31]=[CH:30][CH:29]=[C:28]2[C:23]=1[CH:24]=[CH:25][C:26](=[O:32])[NH:27]2. (6) Given the product [NH2:1][C:2]1[CH:7]=[CH:6][CH:5]=[CH:4][C:3]=1[NH:8][C:9](=[O:17])[C:10]1[CH:15]=[CH:14][C:13]([C:38]([CH2:39][N:27]2[CH2:26][CH2:25][N:24]([C:19]3[CH:20]=[CH:21][CH:22]=[CH:23][N:18]=3)[CH2:29][CH2:28]2)=[CH2:37])=[CH:12][CH:11]=1, predict the reactants needed to synthesize it. The reactants are: [NH2:1][C:2]1[CH:7]=[CH:6][CH:5]=[CH:4][C:3]=1[NH:8][C:9](=[O:17])[C:10]1[CH:15]=[CH:14][C:13](I)=[CH:12][CH:11]=1.[N:18]1[CH:23]=[CH:22][CH:21]=[CH:20][C:19]=1[N:24]1[CH2:29][CH2:28][NH:27][CH2:26][CH2:25]1.C(=O)([O-])[O-].[K+].[K+].O1C=[CH:39][CH:38]=[C:37]1P(C1OC=CC=1)C1OC=CC=1.C=C=C. (7) Given the product [F:1][C:2]([F:23])([F:22])[C:3]1[CH:4]=[C:5]([C:6]([N:8]2[CH2:13][CH2:12][C:11](=[N:25][OH:26])[CH2:10][CH2:9]2)=[O:7])[CH:15]=[C:16]([C:18]([F:21])([F:20])[F:19])[CH:17]=1, predict the reactants needed to synthesize it. The reactants are: [F:1][C:2]([F:23])([F:22])[C:3]1[CH:4]=[C:5]([CH:15]=[C:16]([C:18]([F:21])([F:20])[F:19])[CH:17]=1)[C:6]([N:8]1[CH2:13][CH2:12][C:11](=O)[CH2:10][CH2:9]1)=[O:7].Cl.[NH2:25][OH:26]. (8) Given the product [OH:18][C@@H:19]1[CH2:23][N:22]([C:24]([O:26][C:27]([CH3:28])([CH3:29])[CH3:30])=[O:25])[C@H:21]([CH2:31][O:32][CH2:33][CH2:34][O:35][CH3:36])[CH2:20]1, predict the reactants needed to synthesize it. The reactants are: [Si]([O:18][C@@H:19]1[CH2:23][N:22]([C:24]([O:26][C:27]([CH3:30])([CH3:29])[CH3:28])=[O:25])[C@H:21]([CH2:31][O:32][CH2:33][CH2:34][O:35][CH3:36])[CH2:20]1)(C(C)(C)C)(C1C=CC=CC=1)C1C=CC=CC=1.[F-].C([N+](CCCC)(CCCC)CCCC)CCC.